This data is from Forward reaction prediction with 1.9M reactions from USPTO patents (1976-2016). The task is: Predict the product of the given reaction. Given the reactants [Cl:1][C:2]1[C:3]([CH:8]([C:10]2[CH:19]=[C:18]3[C:13]([CH:14]=[CH:15][CH:16]=[N:17]3)=[CH:12][CH:11]=2)O)=[N:4][CH:5]=[CH:6][N:7]=1.[C:20]1(=[O:30])[NH:24][C:23](=[O:25])[C:22]2=[CH:26][CH:27]=[CH:28][CH:29]=[C:21]12.C1C=CC(P(C2C=CC=CC=2)C2C=CC=CC=2)=CC=1.CC(OC(/N=N/C(OC(C)C)=O)=O)C, predict the reaction product. The product is: [Cl:1][C:2]1[C:3]([CH:8]([C:10]2[CH:19]=[C:18]3[C:13]([CH:14]=[CH:15][CH:16]=[N:17]3)=[CH:12][CH:11]=2)[N:24]2[C:20](=[O:30])[C:21]3[C:22](=[CH:26][CH:27]=[CH:28][CH:29]=3)[C:23]2=[O:25])=[N:4][CH:5]=[CH:6][N:7]=1.